Dataset: Reaction yield outcomes from USPTO patents with 853,638 reactions. Task: Predict the reaction yield, written as a fraction of the theoretical maximum amount of product (1.0 means a 100% yield; for example, 0.34 means a 34% yield). (1) The reactants are Br[C:2]1[CH:3]=[C:4]([CH2:9][C:10]([OH:12])=[O:11])[CH:5]=[CH:6][C:7]=1[F:8].[Cu][C:14]#[N:15]. The catalyst is CN(C=O)C.C(OCC)(=O)C. The product is [C:14]([C:2]1[CH:3]=[C:4]([CH2:9][C:10]([OH:12])=[O:11])[CH:5]=[CH:6][C:7]=1[F:8])#[N:15]. The yield is 0.650. (2) The reactants are [NH2:1][C:2]1[N:10]=[CH:9][N:8]=[C:7]2[C:3]=1[N:4]=[CH:5][N:6]2[C@H:11]1[C@@H:15]2[O:16][C:17]([CH3:20])([CH3:19])[O:18][C@@H:14]2[C@@H:13]([CH2:21][N:22]([CH:30]([CH3:32])[CH3:31])[CH2:23][CH2:24][CH2:25][CH2:26][C:27]([OH:29])=O)[O:12]1.CN(C(ON1N=NC2C=CC=NC1=2)=[N+](C)C)C.F[P-](F)(F)(F)(F)F.C1C=NC2N(O)N=NC=2C=1.[CH:67]([O:70][C:71]1[CH:72]=[C:73]([NH2:78])[C:74]([NH2:77])=[CH:75][CH:76]=1)([CH3:69])[CH3:68]. The yield is 0.560. The product is [NH2:78][C:73]1[CH:72]=[C:71]([O:70][CH:67]([CH3:68])[CH3:69])[CH:76]=[CH:75][C:74]=1[NH:77][C:27](=[O:29])[CH2:26][CH2:25][CH2:24][CH2:23][N:22]([CH2:21][C@@H:13]1[C@@H:14]2[C@@H:15]([O:16][C:17]([CH3:19])([CH3:20])[O:18]2)[C@H:11]([N:6]2[CH:5]=[N:4][C:3]3[C:7]2=[N:8][CH:9]=[N:10][C:2]=3[NH2:1])[O:12]1)[CH:30]([CH3:32])[CH3:31]. The catalyst is CN(C=O)C. (3) The reactants are [CH2:1]([N:8]1[C:16]2[C:11](=[CH:12][CH:13]=[C:14]([OH:17])[CH:15]=2)[C:10]([C:18]([NH:20][CH2:21][C:22]2[CH:27]=[CH:26][C:25]([F:28])=[C:24]([F:29])[CH:23]=2)=[O:19])=[C:9]1[CH:30]([CH3:32])[CH3:31])[C:2]1[CH:7]=[CH:6][CH:5]=[CH:4][CH:3]=1.[CH3:33][N:34]([CH3:38])[C:35](Cl)=[O:36]. The catalyst is N1C=CC=CC=1. The product is [CH3:33][N:34]([CH3:38])[C:35](=[O:36])[O:17][C:14]1[CH:15]=[C:16]2[C:11]([C:10]([C:18](=[O:19])[NH:20][CH2:21][C:22]3[CH:27]=[CH:26][C:25]([F:28])=[C:24]([F:29])[CH:23]=3)=[C:9]([CH:30]([CH3:32])[CH3:31])[N:8]2[CH2:1][C:2]2[CH:7]=[CH:6][CH:5]=[CH:4][CH:3]=2)=[CH:12][CH:13]=1. The yield is 0.820.